This data is from Reaction yield outcomes from USPTO patents with 853,638 reactions. The task is: Predict the reaction yield, written as a fraction of the theoretical maximum amount of product (1.0 means a 100% yield; for example, 0.34 means a 34% yield). (1) The reactants are [CH2:1]([NH:3][C:4]([NH:6][CH2:7][CH2:8][CH2:9][N:10]1[CH2:14][CH2:13][CH2:12][CH2:11]1)=O)[CH3:2].C(N(CC)CC)C.C1(C)C=CC(S(Cl)(=O)=O)=CC=1. The catalyst is ClCCl. The product is [N:10]1([CH2:9][CH2:8][CH2:7][N:6]=[C:4]=[N:3][CH2:1][CH3:2])[CH2:14][CH2:13][CH2:12][CH2:11]1. The yield is 0.670. (2) The reactants are [F-].[Cs+].C([Sn](CCCC)(CCCC)[C:8]1[CH:13]=[CH:12][N:11]=[N:10][CH:9]=1)CCC.[F:22][C:23]([F:33])([F:32])[C:24]1[CH:29]=[C:28](I)[C:27]([OH:31])=[CH:26][CH:25]=1. The catalyst is C1C=CC([P]([Pd]([P](C2C=CC=CC=2)(C2C=CC=CC=2)C2C=CC=CC=2)([P](C2C=CC=CC=2)(C2C=CC=CC=2)C2C=CC=CC=2)[P](C2C=CC=CC=2)(C2C=CC=CC=2)C2C=CC=CC=2)(C2C=CC=CC=2)C2C=CC=CC=2)=CC=1.[Cu]I. The product is [N:11]1[CH:12]=[CH:13][C:8]([C:26]2[CH:25]=[C:24]([C:23]([F:33])([F:32])[F:22])[CH:29]=[CH:28][C:27]=2[OH:31])=[CH:9][N:10]=1. The yield is 0.600.